Dataset: Peptide-MHC class II binding affinity with 134,281 pairs from IEDB. Task: Regression. Given a peptide amino acid sequence and an MHC pseudo amino acid sequence, predict their binding affinity value. This is MHC class II binding data. (1) The peptide sequence is AAEWDRVHPVHAGPIP. The MHC is HLA-DQA10501-DQB10201 with pseudo-sequence HLA-DQA10501-DQB10201. The binding affinity (normalized) is 0.207. (2) The peptide sequence is AFKVAATAENAAPAN. The MHC is DRB1_0401 with pseudo-sequence DRB1_0401. The binding affinity (normalized) is 0.190. (3) The peptide sequence is VLTLGAAMVEIALGGKK. The MHC is DRB1_0701 with pseudo-sequence DRB1_0701. The binding affinity (normalized) is 0.385. (4) The peptide sequence is YASVEAANASPLQVA. The MHC is DRB1_0301 with pseudo-sequence DRB1_0301. The binding affinity (normalized) is 0.237. (5) The peptide sequence is EKKYFAATQFEPLEA. The MHC is DRB1_1001 with pseudo-sequence DRB1_1001. The binding affinity (normalized) is 0.646. (6) The peptide sequence is MSQIMYNYPAMRAHA. The MHC is HLA-DPA10201-DPB10101 with pseudo-sequence HLA-DPA10201-DPB10101. The binding affinity (normalized) is 0.345. (7) The peptide sequence is LLAAADELVGGPPVE. The binding affinity (normalized) is 0.107. The MHC is DRB1_1101 with pseudo-sequence DRB1_1101.